This data is from Reaction yield outcomes from USPTO patents with 853,638 reactions. The task is: Predict the reaction yield, written as a fraction of the theoretical maximum amount of product (1.0 means a 100% yield; for example, 0.34 means a 34% yield). (1) The reactants are [N+:1]([C:4]1[CH:5]=[CH:6][C:7]2[NH:12][C:11](=[O:13])[CH2:10][O:9][C:8]=2[CH:14]=1)([O-])=O. The catalyst is [Pd].CN(C)C=O. The product is [NH2:1][C:4]1[CH:5]=[CH:6][C:7]2[NH:12][C:11](=[O:13])[CH2:10][O:9][C:8]=2[CH:14]=1. The yield is 0.680. (2) The reactants are [Br:1][C:2]1[CH:3]=[CH:4][C:5]2[C:6]([C:11]=1[CH3:12])=[N+:7]([O-])[O:8][N:9]=2.P(OCC)(OCC)OCC. The catalyst is C(O)C. The product is [Br:1][C:2]1[CH:3]=[CH:4][C:5]2=[N:9][O:8][N:7]=[C:6]2[C:11]=1[CH3:12]. The yield is 0.550. (3) The reactants are [Br:1][C:2]1[CH:10]=[C:9]2[C:5]([CH:6]=[CH:7][NH:8]2)=[CH:4][CH:3]=1.[H-].[Na+].[CH2:13](Br)[C:14]1[CH:19]=[CH:18][CH:17]=[CH:16][CH:15]=1.Cl. The catalyst is CN(C=O)C.O. The product is [CH2:13]([N:8]1[C:9]2[C:5](=[CH:4][CH:3]=[C:2]([Br:1])[CH:10]=2)[CH:6]=[CH:7]1)[C:14]1[CH:19]=[CH:18][CH:17]=[CH:16][CH:15]=1. The yield is 0.800. (4) The reactants are [CH3:1][N:2]1[CH2:7][CH2:6][CH2:5][CH:4]([CH2:8][O:9][C:10]2[CH:15]=[CH:14][C:13]([NH2:16])=[CH:12][CH:11]=2)[CH2:3]1.[F:17][C:18]1[CH:26]=[CH:25][CH:24]=[C:23]2[C:19]=1[C:20](=[CH:28]O)[C:21](=[O:27])[NH:22]2. No catalyst specified. The product is [F:17][C:18]1[CH:26]=[CH:25][CH:24]=[C:23]2[C:19]=1[C:20](=[CH:28][NH:16][C:13]1[CH:12]=[CH:11][C:10]([O:9][CH2:8][CH:4]3[CH2:5][CH2:6][CH2:7][N:2]([CH3:1])[CH2:3]3)=[CH:15][CH:14]=1)[C:21](=[O:27])[NH:22]2. The yield is 0.680. (5) The reactants are CC1C=CC(P([C:16]2[CH:21]=[CH:20][C:19]([CH3:22])=[CH:18][CH:17]=2)C2C=CC(C)=CC=2)=CC=1.[CH2:23](N(CCCC)CCCC)[CH2:24]CC.I[C:37]1[CH:62]=[CH:61][C:40]([C:41]([N:43]([CH3:60])[C@:44]([CH3:59])([C:49]([NH:51][O:52][CH:53]2[CH2:58][CH2:57][CH2:56][CH2:55][O:54]2)=[O:50])[C:45]([NH:47][CH3:48])=[O:46])=[O:42])=[CH:39][CH:38]=1.C(C1C=CC(C=O)=CC=1)=C.[NH:73]1[CH2:78][CH2:77][O:76][CH2:75][CH2:74]1.C(O[BH-](OC(=O)C)OC(=O)C)(=O)C.[Na+].C(=O)([O-])O.[Na+]. The catalyst is C([O-])(=O)C.[Pd+2].C([O-])(=O)C.C(Cl)(Cl)Cl.C(O)(=O)C.CN(C=O)C. The product is [CH3:48][NH:47][C:45](=[O:46])[C@:44]([CH3:59])([N:43]([CH3:60])[C:41]([C:40]1[CH:61]=[CH:62][C:37](/[CH:23]=[CH:24]/[C:16]2[CH:17]=[CH:18][C:19]([CH2:22][N:73]3[CH2:78][CH2:77][O:76][CH2:75][CH2:74]3)=[CH:20][CH:21]=2)=[CH:38][CH:39]=1)=[O:42])[C:49]([NH:51][O:52][CH:53]1[CH2:58][CH2:57][CH2:56][CH2:55][O:54]1)=[O:50]. The yield is 0.310. (6) The reactants are Br[CH:2]([C:8]([C:10]1[CH:15]=[CH:14][C:13]([O:16][CH3:17])=[CH:12][CH:11]=1)=[O:9])[C:3]([O:5][CH2:6][CH3:7])=[O:4].[F:18][C:19]1[CH:27]=[CH:26][CH:25]=[C:24]([F:28])[C:20]=1[C:21]([O-:23])=[O:22].[Na+]. The catalyst is C(O)C.CCOC(C)=O.O. The product is [F:18][C:19]1[CH:27]=[CH:26][CH:25]=[C:24]([F:28])[C:20]=1[C:21]([O:23][CH:2]([C:3]([O:5][CH2:6][CH3:7])=[O:4])[C:8]([C:10]1[CH:15]=[CH:14][C:13]([O:16][CH3:17])=[CH:12][CH:11]=1)=[O:9])=[O:22]. The yield is 0.960. (7) The reactants are [CH2:1]([O:3][C:4](=[O:42])[CH2:5][C:6]1[C:14]2[C:9](=[CH:10][C:11]([C:15]3[CH:20]=[C:19]([N+:21]([O-:23])=[O:22])[CH:18]=[C:17]([N+:24]([O-:26])=[O:25])[CH:16]=3)=[CH:12][CH:13]=2)[N:8]([CH2:27][C:28]2[C:29]3[CH:36]=[C:35]([Cl:37])[CH:34]=[C:33]([N:38](C=O)[CH3:39])[C:30]=3[S:31][CH:32]=2)[CH:7]=1)[CH3:2].Cl. The catalyst is C(Cl)Cl.CCO. The product is [CH2:1]([O:3][C:4](=[O:42])[CH2:5][C:6]1[C:14]2[C:9](=[CH:10][C:11]([C:15]3[CH:20]=[C:19]([N+:21]([O-:23])=[O:22])[CH:18]=[C:17]([N+:24]([O-:26])=[O:25])[CH:16]=3)=[CH:12][CH:13]=2)[N:8]([CH2:27][C:28]2[C:29]3[CH:36]=[C:35]([Cl:37])[CH:34]=[C:33]([NH:38][CH3:39])[C:30]=3[S:31][CH:32]=2)[CH:7]=1)[CH3:2]. The yield is 1.00. (8) The reactants are Cl.[NH2:2][CH2:3][C:4]1[CH:12]=[CH:11][CH:10]=[C:9]2[C:5]=1[C:6](=[O:22])[N:7]([CH:14]1[CH2:19][CH2:18][C:17](=[O:20])[NH:16][C:15]1=[O:21])[C:8]2=[O:13].N12CCCN=C1CCCCC2.ON1C2C=CC=CC=2N=N1.[F:44][C:45]([F:58])([F:57])[O:46][C:47]1[CH:48]=[C:49]([CH2:53][C:54](O)=[O:55])[CH:50]=[CH:51][CH:52]=1.Cl.CN(C)CCCN=C=NCC. The catalyst is C(#N)C. The product is [O:21]=[C:15]1[CH:14]([N:7]2[C:6](=[O:22])[C:5]3[C:9](=[CH:10][CH:11]=[CH:12][C:4]=3[CH2:3][NH:2][C:54](=[O:55])[CH2:53][C:49]3[CH:50]=[CH:51][CH:52]=[C:47]([O:46][C:45]([F:57])([F:44])[F:58])[CH:48]=3)[C:8]2=[O:13])[CH2:19][CH2:18][C:17](=[O:20])[NH:16]1. The yield is 0.740. (9) The reactants are [CH2:1]([O:8][C:9]1[C:14](=[O:15])[N:13]2[CH2:16][CH2:17][N:18]([CH2:19][CH2:20][CH2:21][CH3:22])[C:12]2=[N:11][C:10]=1[C:23]([OH:25])=O)[C:2]1[CH:7]=[CH:6][CH:5]=[CH:4][CH:3]=1.[F:26][C:27]1[CH:34]=[CH:33][C:30]([CH2:31][NH2:32])=[CH:29][CH:28]=1. No catalyst specified. The product is [F:26][C:27]1[CH:34]=[CH:33][C:30]([CH2:31][NH:32][C:23]([C:10]2[N:11]=[C:12]3[N:18]([CH2:19][CH2:20][CH2:21][CH3:22])[CH2:17][CH2:16][N:13]3[C:14](=[O:15])[C:9]=2[O:8][CH2:1][C:2]2[CH:7]=[CH:6][CH:5]=[CH:4][CH:3]=2)=[O:25])=[CH:29][CH:28]=1. The yield is 0.880.